From a dataset of Full USPTO retrosynthesis dataset with 1.9M reactions from patents (1976-2016). Predict the reactants needed to synthesize the given product. (1) Given the product [OH:29][CH2:28][CH:27]([NH:26][C:2]1[NH:3][N:4]2[C:11]([CH:12]([CH3:14])[CH3:13])=[N:10][CH:9]=[C:5]2[C:6](=[O:8])[N:7]=1)[C:30]1[CH:35]=[CH:34][C:33]([CH3:36])=[CH:32][CH:31]=1, predict the reactants needed to synthesize it. The reactants are: Cl[C:2]1[NH:3][N:4]2[C:11]([CH:12]([CH3:14])[CH3:13])=[N:10][CH:9]=[C:5]2[C:6](=[O:8])[N:7]=1.CCN(C(C)C)C(C)C.[I-].[Na+].[NH2:26][CH:27]([C:30]1[CH:35]=[CH:34][C:33]([CH3:36])=[CH:32][CH:31]=1)[CH2:28][OH:29]. (2) Given the product [C:13]([O:12][C:10]([N:4]1[C@H:3]([CH2:2][O:1][C:17]2[CH:22]=[CH:21][CH:20]=[CH:19][CH:18]=2)[CH2:7][O:6][C:5]1([CH3:8])[CH3:9])=[O:11])([CH3:16])([CH3:15])[CH3:14], predict the reactants needed to synthesize it. The reactants are: [OH:1][CH2:2][C@@H:3]1[CH2:7][O:6][C:5]([CH3:9])([CH3:8])[N:4]1[C:10]([O:12][C:13]([CH3:16])([CH3:15])[CH3:14])=[O:11].[C:17]1(O)[CH:22]=[CH:21][CH:20]=[CH:19][CH:18]=1.C1(P(C2C=CC=CC=2)C2C=CC=CC=2)C=CC=CC=1.N(C(OC(C)(C)C)=O)=NC(OC(C)(C)C)=O. (3) The reactants are: [Cl:1][C:2]1[N:7]=[N:6][C:5]([NH:8][C@@H:9]2[CH2:13][CH2:12][NH:11][CH2:10]2)=[CH:4][CH:3]=1.[F:14][C:15]1[CH:23]=[CH:22][C:21]([CH:24]=[O:25])=[CH:20][C:16]=1[C:17](O)=[O:18].F[P-](F)(F)(F)(F)F.N1(OC(N(C)C)=[N+](C)C)C2C=CC=CC=2N=N1.C(N(CC)C(C)C)(C)C. Given the product [Cl:1][C:2]1[N:7]=[N:6][C:5]([NH:8][C@@H:9]2[CH2:13][CH2:12][N:11]([C:17]([C:16]3[CH:20]=[C:21]([CH:22]=[CH:23][C:15]=3[F:14])[CH:24]=[O:25])=[O:18])[CH2:10]2)=[CH:4][CH:3]=1, predict the reactants needed to synthesize it.